Predict the product of the given reaction. From a dataset of Forward reaction prediction with 1.9M reactions from USPTO patents (1976-2016). (1) Given the reactants [CH2:1]([O:3][CH2:4][CH2:5][N:6]1[C:10]2=[CH:11][N:12]=[CH:13][CH:14]=[C:9]2[C:8](N2CCCCC2)=[CH:7]1)[CH3:2].[CH3:21][O:22][C:23](=[O:34])[C:24]1[CH:29]=[CH:28][CH:27]=[CH:26][C:25]=1[O:30][CH2:31][CH2:32]Cl, predict the reaction product. The product is: [CH3:21][O:22][C:23](=[O:34])[C:24]1[CH:29]=[CH:28][CH:27]=[CH:26][C:25]=1[O:30][CH2:31][CH2:32][N:12]1[CH2:13][CH2:14][CH:9]([C:8]2[C:9]3[C:10](=[CH:11][N:12]=[CH:13][CH:14]=3)[N:6]([CH2:5][CH2:4][O:3][CH2:1][CH3:2])[CH:7]=2)[CH2:10][CH2:11]1. (2) Given the reactants [C:1]([C:3]1[CH:4]=[CH:5][C:6]2[N:10]=[N:9][N:8]([CH2:11][CH2:12][CH2:13][CH2:14]Cl)[C:7]=2[CH:16]=1)#[N:2].[F:17][C:18]([F:32])([F:31])[C:19]1[CH:20]=[C:21]([N:25]2[CH2:30][CH2:29][NH:28][CH2:27][CH2:26]2)[CH:22]=[CH:23][CH:24]=1.C(N(C(C)C)CC)(C)C.[I-].[K+], predict the reaction product. The product is: [C:1]([C:3]1[CH:4]=[CH:5][C:6]2[N:10]=[N:9][N:8]([CH2:11][CH2:12][CH2:13][CH2:14][N:28]3[CH2:27][CH2:26][N:25]([C:21]4[CH:22]=[CH:23][CH:24]=[C:19]([C:18]([F:31])([F:32])[F:17])[CH:20]=4)[CH2:30][CH2:29]3)[C:7]=2[CH:16]=1)#[N:2]. (3) Given the reactants Cl[C:2]1[N:7]=[C:6]([C:8]2[CH:9]=[N:10][C:11]([N:16]3[CH2:20][CH2:19][C@H:18]([F:21])[CH2:17]3)=[C:12]([CH:15]=2)[C:13]#[N:14])[CH:5]=[CH:4][N:3]=1.[NH2:22][C:23]1[CH:24]=[C:25]([CH:36]=[CH:37][CH:38]=1)[C:26]([NH:28][CH:29]1[CH2:34][CH2:33][N:32]([CH3:35])[CH2:31][CH2:30]1)=[O:27].CC([O-])(C)C.[Na+], predict the reaction product. The product is: [C:13]([C:12]1[CH:15]=[C:8]([C:6]2[CH:5]=[CH:4][N:3]=[C:2]([NH:22][C:23]3[CH:24]=[C:25]([CH:36]=[CH:37][CH:38]=3)[C:26]([NH:28][CH:29]3[CH2:34][CH2:33][N:32]([CH3:35])[CH2:31][CH2:30]3)=[O:27])[N:7]=2)[CH:9]=[N:10][C:11]=1[N:16]1[CH2:20][CH2:19][C@H:18]([F:21])[CH2:17]1)#[N:14]. (4) Given the reactants [C:1]([O:7][CH2:8][C@H:9]1[O:14][C:13]2[CH:15]=[C:16]([CH2:19][CH2:20]I)[CH:17]=[CH:18][C:12]=2[O:11][CH2:10]1)(=[O:6])[C:2]([CH3:5])([CH3:4])[CH3:3].[NH2:22][CH2:23][C@@H:24]([C:26]1[CH:37]=[CH:36][C:29]2[O:30][C:31]([CH3:35])([CH3:34])[O:32][CH2:33][C:28]=2[CH:27]=1)[OH:25].O, predict the reaction product. The product is: [NH3:22].[C:1]([O:7][CH2:8][C@H:9]1[O:14][C:13]2[CH:15]=[C:16]([CH2:19][CH2:20][NH:22][CH2:23][C@@H:24]([C:26]3[CH:37]=[CH:36][C:29]4[O:30][C:31]([CH3:34])([CH3:35])[O:32][CH2:33][C:28]=4[CH:27]=3)[OH:25])[CH:17]=[CH:18][C:12]=2[O:11][CH2:10]1)(=[O:6])[C:2]([CH3:5])([CH3:4])[CH3:3]. (5) The product is: [CH3:23][C:14]1[C:13]([C:11]([NH:10][C@H:8]([C:5]2[CH:6]=[CH:7][C:2]([N:66]3[CH2:71][CH2:70][CH2:69][CH2:68][CH2:67]3)=[CH:3][CH:4]=2)[CH3:9])=[O:12])=[CH:22][C:21]2[C:16](=[N:17][CH:18]=[CH:19][CH:20]=2)[N:15]=1. Given the reactants Br[C:2]1[CH:7]=[CH:6][C:5]([C@@H:8]([NH:10][C:11]([C:13]2[C:14]([CH3:23])=[N:15][C:16]3[C:21]([CH:22]=2)=[CH:20][CH:19]=[CH:18][N:17]=3)=[O:12])[CH3:9])=[CH:4][CH:3]=1.CC(C1C=C(C(C)C)C(C2C=CC=CC=2P(C2CCCCC2)C2CCCCC2)=C(C(C)C)C=1)C.[O-]P([O-])([O-])=O.[K+].[K+].[K+].[NH:66]1[CH2:71][CH2:70][CH2:69][CH2:68][CH2:67]1, predict the reaction product. (6) The product is: [C:2]([C:7]1[O:11][C:10]([CH2:12][N:13]2[N:17]=[C:16]([NH:18][C:26]([C:24]3[N:25]=[C:21]([CH2:19][CH3:20])[O:22][C:23]=3[C:29]3[CH:30]=[CH:31][CH:32]=[CH:33][CH:34]=3)=[O:27])[CH:15]=[N:14]2)=[CH:9][CH:8]=1)(=[O:6])[CH3:1]. Given the reactants [CH3:1][C:2]1([C:7]2[O:11][C:10]([CH2:12][N:13]3[N:17]=[C:16]([NH2:18])[CH:15]=[N:14]3)=[CH:9][CH:8]=2)[O:6]CCO1.[CH2:19]([C:21]1[O:22][C:23]([C:29]2[CH:34]=[CH:33][CH:32]=[CH:31][CH:30]=2)=[C:24]([C:26](O)=[O:27])[N:25]=1)[CH3:20], predict the reaction product. (7) Given the reactants I[C:2]1[CH:7]=[CH:6][CH:5]=[CH:4][C:3]=1[O:8][CH3:9].[Cl:10][C:11]1[CH:12]=[C:13](B(O)O)[CH:14]=[CH:15][CH:16]=1.C(=O)([O-])[O-].[K+].[K+].C(OCC)(=O)C, predict the reaction product. The product is: [Cl:10][C:11]1[CH:16]=[C:15]([C:2]2[CH:7]=[CH:6][CH:5]=[CH:4][C:3]=2[O:8][CH3:9])[CH:14]=[CH:13][CH:12]=1. (8) The product is: [ClH:5].[ClH:5].[CH3:37][N:7]([CH3:6])[C:8]1([C:31]2[CH:36]=[CH:35][CH:34]=[CH:33][CH:32]=2)[CH2:13][CH2:12][CH:11]([NH:14][C@@H:15]([CH2:21][C:22]2[C:30]3[C:25](=[CH:26][CH:27]=[CH:28][CH:29]=3)[NH:24][CH:23]=2)[C:16]([N:18]([CH3:19])[CH3:20])=[O:17])[CH2:10][CH2:9]1. Given the reactants [Si]([Cl:5])(C)(C)C.[CH3:6][N:7]([CH3:37])[C:8]1([C:31]2[CH:36]=[CH:35][CH:34]=[CH:33][CH:32]=2)[CH2:13][CH2:12][CH:11]([NH:14][C@@H:15]([CH2:21][C:22]2[C:30]3[C:25](=[CH:26][CH:27]=[CH:28][CH:29]=3)[NH:24][CH:23]=2)[C:16]([N:18]([CH3:20])[CH3:19])=[O:17])[CH2:10][CH2:9]1, predict the reaction product.